Dataset: Forward reaction prediction with 1.9M reactions from USPTO patents (1976-2016). Task: Predict the product of the given reaction. (1) Given the reactants C(OC(=O)[NH:7][C@@H:8]([CH2:11][NH:12][C:13]1[C:18]([F:19])=[CH:17][N:16]=[C:15]([C:20]2[CH:25]=[C:24]([C:26]3[CH:27]=[N:28][N:29]([CH3:31])[CH:30]=3)[CH:23]=[CH:22][C:21]=2[O:32]C)[N:14]=1)[CH2:9][CH3:10])(C)(C)C.B(Br)(Br)Br.C(=O)(O)[O-].[Na+], predict the reaction product. The product is: [NH2:7][C@H:8]([CH2:9][CH3:10])[CH2:11][NH:12][C:13]1[C:18]([F:19])=[CH:17][N:16]=[C:15]([C:20]2[CH:25]=[C:24]([C:26]3[CH:27]=[N:28][N:29]([CH3:31])[CH:30]=3)[CH:23]=[CH:22][C:21]=2[OH:32])[N:14]=1. (2) Given the reactants [C:1]([O:5]C)(=[O:4])[CH:2]=[CH2:3].[C:7]([O:11]CCCC)(=[O:10])[CH:8]=[CH2:9].[CH2:16]=CC1C=CC=CC=1.C(#N)C=C, predict the reaction product. The product is: [C:1]([OH:5])(=[O:4])[CH:2]=[CH2:3].[C:7]([OH:11])(=[O:10])[C:8]([CH3:16])=[CH2:9]. (3) Given the reactants O[CH2:2][C@H:3]([NH:5]C(=O)OC(C)(C)C)[CH3:4].[Cl:13][C:14]1[CH:34]=[CH:33][CH:32]=[CH:31][C:15]=1[CH2:16][CH2:17][NH:18][S:19]([C:22]1[CH:27]=[CH:26][CH:25]=[CH:24][C:23]=1[N+:28]([O-:30])=[O:29])(=[O:21])=[O:20].C1(P(C2C=CC=CC=2)C2C=CC=CC=2)C=CC=CC=1.N(C(OC(C)C)=O)=NC(OC(C)C)=O, predict the reaction product. The product is: [NH2:5][C@H:3]([CH3:4])[CH2:2][N:18]([CH2:17][CH2:16][C:15]1[CH:31]=[CH:32][CH:33]=[CH:34][C:14]=1[Cl:13])[S:19]([C:22]1[CH:27]=[CH:26][CH:25]=[CH:24][C:23]=1[N+:28]([O-:30])=[O:29])(=[O:21])=[O:20].